The task is: Predict which catalyst facilitates the given reaction.. This data is from Catalyst prediction with 721,799 reactions and 888 catalyst types from USPTO. (1) Reactant: C([N:8]1[CH2:12][CH2:11][CH:10]([NH:13][C:14]2[N:23]=[C:22]([N:24]([CH3:26])[CH3:25])[C:21]3[C:16](=[CH:17][CH:18]=[CH:19][CH:20]=3)[N:15]=2)[CH2:9]1)C1C=CC=CC=1. Product: [CH3:25][N:24]([CH3:26])[C:22]1[C:21]2[C:16](=[CH:17][CH:18]=[CH:19][CH:20]=2)[N:15]=[C:14]([NH:13][CH:10]2[CH2:11][CH2:12][NH:8][CH2:9]2)[N:23]=1. The catalyst class is: 105. (2) Reactant: [H-].[H-].[H-].[H-].[Li+].[Al+3].[C:7]([NH:15][C:16]1([CH2:20][C:21](OCC)=[O:22])[CH2:19][CH2:18][CH2:17]1)(=O)[C:8]1[CH:13]=[CH:12][CH:11]=[CH:10][CH:9]=1. Product: [CH2:7]([NH:15][C:16]1([CH2:20][CH2:21][OH:22])[CH2:19][CH2:18][CH2:17]1)[C:8]1[CH:13]=[CH:12][CH:11]=[CH:10][CH:9]=1. The catalyst class is: 299. (3) Reactant: Cl[CH:2]([C:10]1[CH:15]=[CH:14][C:13]([F:16])=[CH:12][CH:11]=1)[CH:3]1[CH2:8][CH2:7][N:6]([CH3:9])[CH2:5][CH2:4]1.[NH:17]1[CH2:22][CH2:21][NH:20][CH2:19][CH2:18]1.C([O-])([O-])=O.[K+].[K+]. Product: [F:16][C:13]1[CH:14]=[CH:15][C:10]([CH:2]([CH:3]2[CH2:8][CH2:7][N:6]([CH3:9])[CH2:5][CH2:4]2)[N:17]2[CH2:22][CH2:21][NH:20][CH2:19][CH2:18]2)=[CH:11][CH:12]=1. The catalyst class is: 131. (4) Reactant: Cl.CN(C)CCCN=C=NCC.[CH3:13][C:14]1[CH:15]=[CH:16][C:17]([C:20]2[N:24]([C:25]3[S:26][CH:27]=[CH:28][N:29]=3)[N:23]=[C:22]([C:30]([OH:32])=O)[CH:21]=2)=[N:18][CH:19]=1.Cl.[CH3:34][N:35]1[CH2:40][CH2:39][NH:38][CH2:37][C:36]1=[O:41].ON1C2C=CC=CC=2N=N1. Product: [CH3:13][C:14]1[CH:15]=[CH:16][C:17]([C:20]2[N:24]([C:25]3[S:26][CH:27]=[CH:28][N:29]=3)[N:23]=[C:22]([C:30]([N:38]3[CH2:39][CH2:40][N:35]([CH3:34])[C:36](=[O:41])[CH2:37]3)=[O:32])[CH:21]=2)=[N:18][CH:19]=1. The catalyst class is: 289. (5) Reactant: [O:1]=[C:2]1[CH2:6][CH2:5][C@H:4]([C:7]([OH:9])=[O:8])[CH2:3]1. Product: [O:1]=[C:2]1[CH2:6][CH2:5][C@H:4]([C:7]([O:9][C:4]([CH3:7])([CH3:5])[CH3:3])=[O:8])[CH2:3]1. The catalyst class is: 22. (6) Product: [Br:1][C:2]1[CH:7]=[C:6]([O:8][CH3:9])[C:5]([C:10]2[C:16](=[O:17])[CH:15]3[CH2:18][CH:12]([CH2:13][CH2:14]3)[C:11]=2[O:19][CH3:21])=[C:4]([F:20])[CH:3]=1. The catalyst class is: 95. Reactant: [Br:1][C:2]1[CH:7]=[C:6]([O:8][CH3:9])[C:5]([CH:10]2[C:16](=[O:17])[CH:15]3[CH2:18][CH:12]([CH2:13][CH2:14]3)[C:11]2=[O:19])=[C:4]([F:20])[CH:3]=1.[C:21](=O)([O-])[O-].[K+].[K+].IC.O.